Dataset: Catalyst prediction with 721,799 reactions and 888 catalyst types from USPTO. Task: Predict which catalyst facilitates the given reaction. (1) Reactant: [Cl:1][C:2]1[CH:7]=[CH:6][C:5]([C:8]2[C:9]([C:17](OCC)=[O:18])=[C:10]([C:13]([F:16])([F:15])[F:14])[S:11][CH:12]=2)=[CH:4][CH:3]=1.[H-].[H-].[H-].[H-].[Li+].[Al+3]. Product: [Cl:1][C:2]1[CH:3]=[CH:4][C:5]([C:8]2[C:9]([CH2:17][OH:18])=[C:10]([C:13]([F:14])([F:15])[F:16])[S:11][CH:12]=2)=[CH:6][CH:7]=1. The catalyst class is: 7. (2) Reactant: [Br:1][C:2]1[N:7]=[C:6]([C@:8]2([CH3:32])[CH2:13][S@@:12](=[N:15][CH2:16][C:17]([F:21])([F:20])[CH2:18][OH:19])(=[O:14])[C:11]([CH3:23])([CH3:22])[C:10]([NH:24][C:25](=[O:31])[O:26][C:27]([CH3:30])([CH3:29])[CH3:28])=[N:9]2)[C:5]([F:33])=[C:4]([Si:34]([CH2:39][CH3:40])([CH2:37][CH3:38])[CH2:35][CH3:36])[CH:3]=1.N1C=CC=CC=1.[S:47](O[S:47]([C:50]([F:53])([F:52])[F:51])(=[O:49])=[O:48])([C:50]([F:53])([F:52])[F:51])(=[O:49])=[O:48].C(=O)([O-])O.[Na+]. Product: [F:51][C:50]([F:53])([F:52])[S:47]([O:19][CH2:18][C:17]([F:21])([F:20])[CH2:16][N:15]=[S@:12]1(=[O:14])[C:11]([CH3:23])([CH3:22])[C:10]([NH:24][C:25]([O:26][C:27]([CH3:29])([CH3:28])[CH3:30])=[O:31])=[N:9][C@@:8]([C:6]2[C:5]([F:33])=[C:4]([Si:34]([CH2:35][CH3:36])([CH2:37][CH3:38])[CH2:39][CH3:40])[CH:3]=[C:2]([Br:1])[N:7]=2)([CH3:32])[CH2:13]1)(=[O:49])=[O:48]. The catalyst class is: 4. (3) Reactant: [CH3:1][C:2]1[CH:7]=[CH:6][CH:5]=[C:4]([CH3:8])[C:3]=1[N:9]1[C:22]2[C:17](=[CH:18][CH:19]=[CH:20][CH:21]=2)[CH2:16][C:15]2[CH:14]=[CH:13][CH:12]=[CH:11][C:10]1=2.[Li]CCCC.[C:28](=[O:30])=[O:29]. Product: [CH3:1][C:2]1[CH:7]=[CH:6][CH:5]=[C:4]([CH3:8])[C:3]=1[N:9]1[C:10]2[C:15](=[CH:14][CH:13]=[CH:12][CH:11]=2)[CH:16]([C:28]([OH:30])=[O:29])[C:17]2[CH:18]=[CH:19][CH:20]=[CH:21][C:22]1=2. The catalyst class is: 1. (4) Reactant: B1C2CCCC1CCC2.[CH2:10]([C:14]1[N:19]=[C:18]([CH2:20][NH:21][C:22](=[O:28])[O:23][C:24]([CH3:27])([CH3:26])[CH3:25])[CH:17]=[CH:16][CH:15]=1)[CH2:11][CH:12]=[CH2:13].B1([O-])O[O:30]1.O.O.O.O.[Na+]. Product: [OH:30][CH2:13][CH2:12][CH2:11][CH2:10][C:14]1[N:19]=[C:18]([CH2:20][NH:21][C:22](=[O:28])[O:23][C:24]([CH3:27])([CH3:26])[CH3:25])[CH:17]=[CH:16][CH:15]=1. The catalyst class is: 20. (5) Reactant: [CH3:1][C:2]([N:4]1[CH2:9][CH2:8][N:7]([C:10]2[CH:11]=[CH:12][C:13]([O:16][CH2:17][C@H:18]3[O:22][C@@:21]([C:29]4[CH:30]=[CH:31][C:32]([Cl:36])=[CH:33][C:34]=4[Cl:35])([CH2:23][N:24]4[CH:28]=[N:27][CH:26]=[CH:25]4)[O:20][CH2:19]3)=[CH:14][CH:15]=2)[CH2:6][CH2:5]1)=[O:3].Cl[CH2:38][C:39]([NH:41][CH2:42][CH2:43][CH2:44][CH2:45][CH2:46][CH2:47][CH2:48][CH2:49][CH2:50][CH2:51][CH2:52][CH2:53][CH2:54][CH2:55][CH2:56][CH3:57])=[O:40].[I-].[Na+]. Product: [CH3:1][C:2]([N:4]1[CH2:9][CH2:8][N:7]([C:10]2[CH:11]=[CH:12][C:13]([O:16][CH2:17][C@H:18]3[O:22][C@@:21]([C:29]4[CH:30]=[CH:31][C:32]([Cl:36])=[CH:33][C:34]=4[Cl:35])([CH2:23][N:24]4[CH:28]=[N:27][CH:26]=[CH:25]4)[O:20][CH2:19]3)=[CH:14][CH:15]=2)[CH2:6][CH2:5]1)=[O:3].[CH2:42]([NH:41][C:39](=[O:40])[CH3:38])[CH2:43][CH2:44][CH2:45][CH2:46][CH2:47][CH2:48][CH2:49][CH2:50][CH2:51][CH2:52][CH2:53][CH2:54][CH2:55][CH2:56][CH3:57]. The catalyst class is: 10. (6) Reactant: [F:1][C:2]1([F:36])[CH2:5][CH:4]([CH2:6][O:7][CH2:8][C:9]2[CH:14]=[C:13]([C:15]([O:17]CC)=[CH2:16])[N:12]=[C:11]([NH:20][C:21]3[CH:26]=[CH:25][C:24]([C:27]4[CH:32]=[C:31]([CH3:33])[N:30]=[N:29][CH:28]=4)=[C:23]([O:34][CH3:35])[CH:22]=3)[N:10]=2)[CH2:3]1.O.Cl. The catalyst class is: 12. Product: [F:36][C:2]1([F:1])[CH2:5][CH:4]([CH2:6][O:7][CH2:8][C:9]2[N:10]=[C:11]([NH:20][C:21]3[CH:26]=[CH:25][C:24]([C:27]4[CH:32]=[C:31]([CH3:33])[N:30]=[N:29][CH:28]=4)=[C:23]([O:34][CH3:35])[CH:22]=3)[N:12]=[C:13]([C:15](=[O:17])[CH3:16])[CH:14]=2)[CH2:3]1. (7) Reactant: Cl.[NH2:2][CH2:3][CH:4]([OH:13])[CH2:5][C:6]1[CH:11]=[CH:10][C:9]([F:12])=[CH:8][CH:7]=1.[H-].[Na+].[O:16]1[C:20]2[CH:21]=[CH:22][CH:23]=[CH:24][C:19]=2[CH:18]=[C:17]1[C:25]1[N:29]2[N:30]=[C:31](Cl)[CH:32]=[CH:33][C:28]2=[N:27][CH:26]=1. Product: [O:16]1[C:20]2[CH:21]=[CH:22][CH:23]=[CH:24][C:19]=2[CH:18]=[C:17]1[C:25]1[N:29]2[N:30]=[C:31]([O:13][CH:4]([CH2:5][C:6]3[CH:11]=[CH:10][C:9]([F:12])=[CH:8][CH:7]=3)[CH2:3][NH2:2])[CH:32]=[CH:33][C:28]2=[N:27][CH:26]=1. The catalyst class is: 3.